The task is: Predict which catalyst facilitates the given reaction.. This data is from Catalyst prediction with 721,799 reactions and 888 catalyst types from USPTO. Reactant: [CH2:1]([NH2:7])[C:2]1[O:6][CH:5]=[CH:4][CH:3]=1.C(N(CC)CC)C.[F:15][C:16]1[CH:21]=[C:20]([S:22][C:23]([F:26])([F:25])[F:24])[CH:19]=[CH:18][C:17]=1[N:27]([CH3:31])[C:28](Cl)=[O:29]. Product: [F:15][C:16]1[CH:21]=[C:20]([S:22][C:23]([F:26])([F:25])[F:24])[CH:19]=[CH:18][C:17]=1[N:27]([CH3:31])[C:28]([NH:7][CH2:1][C:2]1[O:6][CH:5]=[CH:4][CH:3]=1)=[O:29]. The catalyst class is: 282.